The task is: Binary Classification. Given a T-cell receptor sequence (or CDR3 region) and an epitope sequence, predict whether binding occurs between them.. This data is from TCR-epitope binding with 47,182 pairs between 192 epitopes and 23,139 TCRs. The epitope is YVFCTVNAL. The TCR CDR3 sequence is CSARDETGNTIYF. Result: 0 (the TCR does not bind to the epitope).